From a dataset of Reaction yield outcomes from USPTO patents with 853,638 reactions. Predict the reaction yield, written as a fraction of the theoretical maximum amount of product (1.0 means a 100% yield; for example, 0.34 means a 34% yield). The reactants are O.NN.[Cl:4][C:5]1[CH:6]=[C:7]([C:13](=O)[C:14]([OH:16])=[O:15])[CH:8]=[CH:9][C:10]=1[S:11][CH3:12].[OH-].[K+].Cl. The catalyst is O. The product is [Cl:4][C:5]1[CH:6]=[C:7]([CH2:13][C:14]([OH:16])=[O:15])[CH:8]=[CH:9][C:10]=1[S:11][CH3:12]. The yield is 0.890.